Predict which catalyst facilitates the given reaction. From a dataset of Catalyst prediction with 721,799 reactions and 888 catalyst types from USPTO. (1) Reactant: [OH-].[Na+].[Br:3][C:4]1[CH:5]=[CH:6][C:7]2[O:11][C:10]([C:12](=[O:14])[NH2:13])=[C:9]([NH:15][C:16]([CH:18]3[CH2:23][CH2:22][N:21]([C:24]([O:26][C:27]([CH3:30])([CH3:29])[CH3:28])=[O:25])[CH2:20][CH2:19]3)=O)[C:8]=2[CH:31]=1. Product: [Br:3][C:4]1[CH:5]=[CH:6][C:7]2[O:11][C:10]3[C:12](=[O:14])[NH:13][C:16]([CH:18]4[CH2:23][CH2:22][N:21]([C:24]([O:26][C:27]([CH3:30])([CH3:29])[CH3:28])=[O:25])[CH2:20][CH2:19]4)=[N:15][C:9]=3[C:8]=2[CH:31]=1. The catalyst class is: 8. (2) Reactant: [N+:1]([C:4]1[C:5]([CH:10](C(OC(C)(C)C)=O)[C:11]([O:13][CH2:14][CH3:15])=[O:12])=[N:6][CH:7]=[CH:8][CH:9]=1)([O-:3])=[O:2].FC(F)(F)C(O)=O. Product: [N+:1]([C:4]1[C:5]([CH2:10][C:11]([O:13][CH2:14][CH3:15])=[O:12])=[N:6][CH:7]=[CH:8][CH:9]=1)([O-:3])=[O:2]. The catalyst class is: 4. (3) Reactant: Cl[CH2:2][C:3]1[CH:8]=[CH:7][C:6]([N+:9]([O-:11])=[O:10])=[CH:5][CH:4]=1.C(=O)([O-])[O-].[K+].[K+].Cl.[CH2:19]([NH2:21])[CH3:20]. Product: [N+:9]([C:6]1[CH:7]=[CH:8][C:3]([CH2:2][NH:21][CH2:19][CH3:20])=[CH:4][CH:5]=1)([O-:11])=[O:10]. The catalyst class is: 10. (4) Reactant: [N+:1]([C:4]1[CH:5]=[C:6]2[C:11](=O)O[C:8](=O)[C:7]2=[CH:13][CH:14]=1)([O-:3])=[O:2].[NH2:15][C:16]([CH3:20])([CH3:19])[CH2:17][OH:18].O. Product: [CH3:19][C:16]([N:15]1[CH2:11][C:6]2[C:7](=[CH:13][CH:14]=[C:4]([N+:1]([O-:3])=[O:2])[CH:5]=2)[CH2:8]1)([CH3:20])[CH2:17][OH:18]. The catalyst class is: 2. (5) Product: [CH2:1]([O:4][CH2:5][CH2:6][O:7][CH2:8][CH2:9][O:10][CH2:11][CH2:12][Br:21])[CH:2]=[CH2:3]. The catalyst class is: 28. Reactant: [CH2:1]([O:4][CH2:5][CH2:6][O:7][CH2:8][CH2:9][O:10][CH2:11][CH2:12]O)[CH:2]=[CH2:3].N1C=CC=CC=1.P(Br)(Br)[Br:21].[Br-].[Na+]. (6) Reactant: [NH:1]1[C:9]2[C:4](=[CH:5][CH:6]=[CH:7][CH:8]=2)[CH:3]=[N:2]1.[CH2:10]1[O:27][CH2:26]COCCOCCOCCOCCOC1.C([O-])(=[O:30])C.[K+].O. Product: [CH3:26][O:27][C:10]([C:7]1[CH:8]=[C:9]2[C:4]([CH:3]=[N:2][NH:1]2)=[CH:5][CH:6]=1)=[O:30]. The catalyst class is: 4. (7) Reactant: [NH:1]1[CH2:6][CH2:5][NH:4][CH2:3][CH2:2]1.[Cl:7][C:8]1[CH:13]=[C:12]([N+:14]([O-:16])=[O:15])[C:11](F)=[CH:10][C:9]=1[Cl:18]. Product: [Cl:7][C:8]1[C:9]([Cl:18])=[CH:10][C:11]([N:1]2[CH2:6][CH2:5][NH:4][CH2:3][CH2:2]2)=[C:12]([N+:14]([O-:16])=[O:15])[CH:13]=1. The catalyst class is: 41.